This data is from NCI-60 drug combinations with 297,098 pairs across 59 cell lines. The task is: Regression. Given two drug SMILES strings and cell line genomic features, predict the synergy score measuring deviation from expected non-interaction effect. (1) Drug 1: C1=CN(C(=O)N=C1N)C2C(C(C(O2)CO)O)O.Cl. Drug 2: C1C(C(OC1N2C=NC3=C(N=C(N=C32)Cl)N)CO)O. Cell line: HCT-15. Synergy scores: CSS=52.7, Synergy_ZIP=4.57, Synergy_Bliss=6.35, Synergy_Loewe=-7.48, Synergy_HSA=3.45. (2) Synergy scores: CSS=18.1, Synergy_ZIP=-6.17, Synergy_Bliss=-2.96, Synergy_Loewe=-2.39, Synergy_HSA=-1.77. Drug 2: C(CC(=O)O)C(=O)CN.Cl. Drug 1: C1=CC(=CC=C1CC(C(=O)O)N)N(CCCl)CCCl.Cl. Cell line: PC-3. (3) Drug 1: CN1CCC(CC1)COC2=C(C=C3C(=C2)N=CN=C3NC4=C(C=C(C=C4)Br)F)OC. Synergy scores: CSS=14.8, Synergy_ZIP=-5.01, Synergy_Bliss=0.615, Synergy_Loewe=-5.54, Synergy_HSA=0.587. Drug 2: CN(C)N=NC1=C(NC=N1)C(=O)N. Cell line: A498. (4) Drug 1: CC12CCC3C(C1CCC2=O)CC(=C)C4=CC(=O)C=CC34C. Drug 2: C1CN(P(=O)(OC1)NCCCl)CCCl. Cell line: NCI-H322M. Synergy scores: CSS=36.7, Synergy_ZIP=8.11, Synergy_Bliss=11.7, Synergy_Loewe=-4.36, Synergy_HSA=11.3. (5) Drug 1: C1=NC2=C(N1)C(=S)N=C(N2)N. Drug 2: CC1C(C(=O)NC(C(=O)N2CCCC2C(=O)N(CC(=O)N(C(C(=O)O1)C(C)C)C)C)C(C)C)NC(=O)C3=C4C(=C(C=C3)C)OC5=C(C(=O)C(=C(C5=N4)C(=O)NC6C(OC(=O)C(N(C(=O)CN(C(=O)C7CCCN7C(=O)C(NC6=O)C(C)C)C)C)C(C)C)C)N)C. Cell line: 786-0. Synergy scores: CSS=44.3, Synergy_ZIP=1.27, Synergy_Bliss=1.36, Synergy_Loewe=2.01, Synergy_HSA=1.58. (6) Drug 1: CC1C(C(=O)NC(C(=O)N2CCCC2C(=O)N(CC(=O)N(C(C(=O)O1)C(C)C)C)C)C(C)C)NC(=O)C3=C4C(=C(C=C3)C)OC5=C(C(=O)C(=C(C5=N4)C(=O)NC6C(OC(=O)C(N(C(=O)CN(C(=O)C7CCCN7C(=O)C(NC6=O)C(C)C)C)C)C(C)C)C)N)C. Drug 2: B(C(CC(C)C)NC(=O)C(CC1=CC=CC=C1)NC(=O)C2=NC=CN=C2)(O)O. Cell line: MALME-3M. Synergy scores: CSS=50.5, Synergy_ZIP=-2.47, Synergy_Bliss=1.92, Synergy_Loewe=2.03, Synergy_HSA=1.65.